From a dataset of NCI-60 drug combinations with 297,098 pairs across 59 cell lines. Regression. Given two drug SMILES strings and cell line genomic features, predict the synergy score measuring deviation from expected non-interaction effect. Drug 1: CC12CCC3C(C1CCC2O)C(CC4=C3C=CC(=C4)O)CCCCCCCCCS(=O)CCCC(C(F)(F)F)(F)F. Drug 2: C1=NNC2=C1C(=O)NC=N2. Cell line: SR. Synergy scores: CSS=-0.984, Synergy_ZIP=0.452, Synergy_Bliss=-0.757, Synergy_Loewe=-9.32, Synergy_HSA=-4.38.